This data is from Catalyst prediction with 721,799 reactions and 888 catalyst types from USPTO. The task is: Predict which catalyst facilitates the given reaction. (1) Reactant: [CH3:1][CH2:2][C:3]1[CH:4]=[C:5]([C:9]([NH2:11])=[S:10])[CH:6]=[CH:7][N:8]=1.Br[CH2:13][C:14]([C:16]1[CH:30]=[CH:29][C:19]([C:20]([NH:22][CH2:23][CH2:24][C:25]([F:28])([F:27])[F:26])=[O:21])=[CH:18][CH:17]=1)=O.C(OCC)(=O)C. Product: [CH2:2]([C:3]1[CH:4]=[C:5]([C:9]2[S:10][CH:13]=[C:14]([C:16]3[CH:17]=[CH:18][C:19]([C:20]([NH:22][CH2:23][CH2:24][C:25]([F:26])([F:27])[F:28])=[O:21])=[CH:29][CH:30]=3)[N:11]=2)[CH:6]=[CH:7][N:8]=1)[CH3:1]. The catalyst class is: 1. (2) Reactant: [NH2:1][C:2]1[CH:7]=[CH:6][C:5]([OH:8])=[C:4]([F:9])[CH:3]=1.[CH:10]([NH:12][NH:13][CH:14]=O)=O.C1(C)C=CC(S(O)(=O)=O)=CC=1. Product: [F:9][C:4]1[CH:3]=[C:2]([N:1]2[CH:14]=[N:13][N:12]=[CH:10]2)[CH:7]=[CH:6][C:5]=1[OH:8]. The catalyst class is: 588.